The task is: Predict the reaction yield, written as a fraction of the theoretical maximum amount of product (1.0 means a 100% yield; for example, 0.34 means a 34% yield).. This data is from Reaction yield outcomes from USPTO patents with 853,638 reactions. (1) The reactants are [C:1]([O:5][C:6]([N:8]([CH2:10][C:11]1[C:19]2[C:14](=[CH:15][C:16]([C:20](OC)=[O:21])=[CH:17][CH:18]=2)[N:13]([S:24]([C:27]2[CH:28]=[N:29][CH:30]=[CH:31][CH:32]=2)(=[O:26])=[O:25])[CH:12]=1)[CH3:9])=[O:7])([CH3:4])([CH3:3])[CH3:2].[H-].C([Al+]CC(C)C)C(C)C.O1CCCC1.[Cl-].[NH4+]. The catalyst is O1CCCC1. The product is [OH:21][CH2:20][C:16]1[CH:15]=[C:14]2[C:19]([C:11]([CH2:10][N:8]([CH3:9])[C:6](=[O:7])[O:5][C:1]([CH3:2])([CH3:3])[CH3:4])=[CH:12][N:13]2[S:24]([C:27]2[CH:28]=[N:29][CH:30]=[CH:31][CH:32]=2)(=[O:26])=[O:25])=[CH:18][CH:17]=1. The yield is 0.610. (2) The reactants are C[Si]([N-][Si](C)(C)C)(C)C.[Na+:10].[C:11]1([CH3:20])[CH:16]=[CH:15][C:14]([N:17]=[C:18]=[S:19])=[CH:13][CH:12]=1.[CH3:21][CH2:22][OH:23]. The catalyst is C1COCC1.C(#N)C. The product is [C:14]([C:13]1[CH:12]=[CH:21][C:22](=[O:23])[N:17]([C:14]2[CH:15]=[CH:16][C:11]([CH3:20])=[CH:12][CH:13]=2)[C:18]=1[S-:19])#[N:17].[Na+:10]. The yield is 0.390. (3) The reactants are [N+:1]([C:4]1[CH:5]=[C:6]([CH:9]=[CH:10][CH:11]=1)[CH2:7][Cl:8])([O-])=O.[CH2:12]([NH:14][CH2:15][CH3:16])[CH3:13].O.NN.[ClH:20].C(OCC)(=O)C. The catalyst is C1COCC1.C(O)C.C(OCC)(=O)C.[C].[Pd].O. The product is [ClH:8].[ClH:20].[NH2:1][C:4]1[CH:5]=[C:6]([CH:9]=[CH:10][CH:11]=1)[CH2:7][N:14]([CH2:15][CH3:16])[CH2:12][CH3:13]. The yield is 0.550. (4) The reactants are C[Si]([N-][Si](C)(C)C)(C)C.[Li+].[C:11]([C:14]1[N:15]=[CH:16][N:17]([CH3:19])[CH:18]=1)(=O)[CH3:12].[C:20]([O:27][CH2:28][CH3:29])(=[O:26])[C:21](OCC)=O.[NH:30]([C:32]1[CH:33]=[CH:34][C:35]([O:38][CH3:39])=[N:36][CH:37]=1)[NH2:31].Cl.C(O)C.C(=O)([O-])O.[Na+]. The catalyst is O1CCCC1.C(OCC)(=O)C.C(O)C. The product is [CH2:28]([O:27][C:20]([C:21]1[CH:12]=[C:11]([C:14]2[N:15]=[CH:16][N:17]([CH3:19])[CH:18]=2)[N:30]([C:32]2[CH:37]=[N:36][C:35]([O:38][CH3:39])=[CH:34][CH:33]=2)[N:31]=1)=[O:26])[CH3:29]. The yield is 0.370. (5) The reactants are C([O:3][C:4](=[O:34])[CH2:5][O:6][C:7]1[CH:16]=[CH:15][C:14]2[C:9](=[CH:10][CH:11]=[C:12]([C:17]3[S:21][C:20]4[CH:22]=[CH:23][CH:24]=[CH:25][C:19]=4[C:18]=3[C:26](=[O:32])[CH2:27][C:28]([CH3:31])([CH3:30])[CH3:29])[CH:13]=2)[C:8]=1[Br:33])C.[OH-].[K+].Cl. The catalyst is C1COCC1.O. The product is [Br:33][C:8]1[C:9]2[C:14](=[CH:13][C:12]([C:17]3[S:21][C:20]4[CH:22]=[CH:23][CH:24]=[CH:25][C:19]=4[C:18]=3[C:26](=[O:32])[CH2:27][C:28]([CH3:31])([CH3:29])[CH3:30])=[CH:11][CH:10]=2)[CH:15]=[CH:16][C:7]=1[O:6][CH2:5][C:4]([OH:34])=[O:3]. The yield is 0.683. (6) The reactants are [H-].[H-].[H-].[H-].[Li+].[Al+3].[Cl:7][C:8]1[CH:19]=[CH:18][C:17]([CH2:20][CH2:21][CH2:22][O:23][CH3:24])=[CH:16][C:9]=1[C:10]([NH:12][CH:13]1[CH2:15][CH2:14]1)=O. The catalyst is C1COCC1. The product is [Cl:7][C:8]1[CH:19]=[CH:18][C:17]([CH2:20][CH2:21][CH2:22][O:23][CH3:24])=[CH:16][C:9]=1[CH2:10][NH:12][CH:13]1[CH2:14][CH2:15]1. The yield is 0.590. (7) The reactants are [C:1]1([C@@H:7]2[CH2:9][C@H:8]2[NH:10][CH2:11][CH:12]2[CH2:15][N:14]([C:16]([O:18][C:19]([CH3:22])([CH3:21])[CH3:20])=[O:17])[CH2:13]2)[CH:6]=[CH:5][CH:4]=[CH:3][CH:2]=1.C(N(CC)CC)C.[F:30][C:31]([F:42])([F:41])[C:32](O[C:32](=[O:33])[C:31]([F:42])([F:41])[F:30])=[O:33]. The catalyst is C(Cl)Cl. The product is [C:1]1([C@@H:7]2[CH2:9][C@H:8]2[N:10]([CH2:11][CH:12]2[CH2:15][N:14]([C:16]([O:18][C:19]([CH3:22])([CH3:21])[CH3:20])=[O:17])[CH2:13]2)[C:32](=[O:33])[C:31]([F:42])([F:41])[F:30])[CH:6]=[CH:5][CH:4]=[CH:3][CH:2]=1. The yield is 0.930. (8) The reactants are [Br:1][C:2]1[CH:3]=[C:4]2[C:10]([C:11]3[NH:12][N:13]=[CH:14][CH:15]=3)=[CH:9][NH:8][C:5]2=[N:6][CH:7]=1.[OH-:16].C([N+]([CH2:30][CH2:31][CH2:32][CH3:33])(CCCC)CCCC)CCC.[OH-:34].[K+].[C:36]1([CH3:46])[CH:41]=[CH:40][C:39]([S:42](Cl)(=[O:44])=[O:43])=[CH:38][CH:37]=1. The catalyst is C1(C)C=CC=CC=1. The product is [Br:1][C:2]1[CH:3]=[C:4]2[C:10]([C:11]3[N:12]([S:42]([C:39]4[CH:40]=[CH:41][C:36]([CH3:46])=[CH:37][CH:38]=4)(=[O:44])=[O:43])[N:13]=[CH:14][CH:15]=3)=[CH:9][N:8]([S:42]([C:39]3[CH:30]=[CH:31][C:32]([CH3:33])=[CH:37][CH:38]=3)(=[O:34])=[O:16])[C:5]2=[N:6][CH:7]=1. The yield is 0.530. (9) The catalyst is C(Cl)Cl. The product is [CH3:31][S:28]([N:25]1[CH2:24][CH2:23][N:22]([C:20]([N:11]2[CH2:12][C@@H:13]([C:14]3[CH:19]=[CH:18][CH:17]=[CH:16][CH:15]=3)[C@H:9]([NH:7][CH3:6])[CH2:10]2)=[O:21])[CH2:27][CH2:26]1)(=[O:30])=[O:29]. The yield is 0.980. The reactants are C(O[C:6](=O)[N:7]([C@H:9]1[C@H:13]([C:14]2[CH:19]=[CH:18][CH:17]=[CH:16][CH:15]=2)[CH2:12][N:11]([C:20]([N:22]2[CH2:27][CH2:26][N:25]([S:28]([CH3:31])(=[O:30])=[O:29])[CH2:24][CH2:23]2)=[O:21])[CH2:10]1)C)(C)(C)C.C(O)(C(F)(F)F)=O.